This data is from TCR-epitope binding with 47,182 pairs between 192 epitopes and 23,139 TCRs. The task is: Binary Classification. Given a T-cell receptor sequence (or CDR3 region) and an epitope sequence, predict whether binding occurs between them. (1) Result: 0 (the TCR does not bind to the epitope). The TCR CDR3 sequence is CASSRRTSGGAFDTQYF. The epitope is TPRVTGGGAM. (2) The epitope is RILGAGCFV. The TCR CDR3 sequence is CASRLNRGRTDTQYF. Result: 0 (the TCR does not bind to the epitope). (3) The epitope is KLVALGINAV. The TCR CDR3 sequence is CASSLGAGANTYNEQFF. Result: 0 (the TCR does not bind to the epitope). (4) The epitope is RPHERNGFTVL. The TCR CDR3 sequence is CASSLLVSSSYNEQFF. Result: 0 (the TCR does not bind to the epitope). (5) The epitope is YLKLTDNVYIK. The TCR CDR3 sequence is CASSSPLTSGRAFGELFF. Result: 1 (the TCR binds to the epitope). (6) The TCR CDR3 sequence is CASSLRGAEQYF. The epitope is YLDAYNMMI. Result: 1 (the TCR binds to the epitope). (7) The epitope is YIFFASFYY. The TCR CDR3 sequence is CASSSSYSYEQYF. Result: 0 (the TCR does not bind to the epitope).